The task is: Predict the reactants needed to synthesize the given product.. This data is from Retrosynthesis with 50K atom-mapped reactions and 10 reaction types from USPTO. (1) Given the product CO[C@H]1CN(CCn2c(=O)ccc3ccc(C#N)cc32)CC[C@H]1NC(=O)OC(C)(C)C, predict the reactants needed to synthesize it. The reactants are: CO[C@H]1CN(CCOS(C)(=O)=O)CC[C@H]1NC(=O)OC(C)(C)C.N#Cc1ccc2ccc(=O)[nH]c2c1. (2) Given the product CC(C)CSc1cccc(C(=O)N[C@@H](CC(C)C)C(N)=O)n1, predict the reactants needed to synthesize it. The reactants are: CC(C)CSc1cccc(C(=O)O)n1.CC(C)C[C@H](N)C(N)=O.